This data is from Forward reaction prediction with 1.9M reactions from USPTO patents (1976-2016). The task is: Predict the product of the given reaction. (1) Given the reactants [Cl:1][C:2]1[C:3]([C:18]2[N:22]=[C:21]([C:23]3[N:24]=[C:25]4[C:30]([C:31]#[N:32])=[CH:29][C:28]([CH3:33])=[CH:27][N:26]4[CH:34]=3)[O:20][N:19]=2)=[CH:4][C:5]([F:17])=[C:6]([CH2:8][CH2:9][C:10]([O:12]C(C)(C)C)=[O:11])[CH:7]=1, predict the reaction product. The product is: [Cl:1][C:2]1[C:3]([C:18]2[N:22]=[C:21]([C:23]3[N:24]=[C:25]4[C:30]([C:31]#[N:32])=[CH:29][C:28]([CH3:33])=[CH:27][N:26]4[CH:34]=3)[O:20][N:19]=2)=[CH:4][C:5]([F:17])=[C:6]([CH2:8][CH2:9][C:10]([OH:12])=[O:11])[CH:7]=1. (2) Given the reactants [Cl:1][C:2]1[CH:7]=[CH:6][C:5]([C:8]2[N:9]=[C:10]([C:13]([OH:15])=O)[S:11][CH:12]=2)=[CH:4][CH:3]=1.C1N=CN(C(N2C=NC=C2)=O)C=1.[F:28][C:29]1[CH:30]=[C:31]([CH:33]=[C:34]([F:36])[CH:35]=1)[NH2:32].C(Cl)(Cl)Cl, predict the reaction product. The product is: [F:28][C:29]1[CH:30]=[C:31]([NH:32][C:13]([C:10]2[S:11][CH:12]=[C:8]([C:5]3[CH:4]=[CH:3][C:2]([Cl:1])=[CH:7][CH:6]=3)[N:9]=2)=[O:15])[CH:33]=[C:34]([F:36])[CH:35]=1. (3) Given the reactants F[C:2]1[CH:7]=[C:6]([S:8]([CH2:11][CH3:12])(=[O:10])=[O:9])[CH:5]=[C:4]([F:13])[CH:3]=1.[Cl:14][C:15]1[C:23]2[N:22]=[C:21]([CH3:24])[N:20]([C:25]3[CH:26]=[C:27]([OH:31])[CH:28]=[CH:29][CH:30]=3)[C:19]=2[CH:18]=[CH:17][CH:16]=1, predict the reaction product. The product is: [Cl:14][C:15]1[C:23]2[N:22]=[C:21]([CH3:24])[N:20]([C:25]3[CH:30]=[CH:29][CH:28]=[C:27]([O:31][C:2]4[CH:3]=[C:4]([F:13])[CH:5]=[C:6]([S:8]([CH2:11][CH3:12])(=[O:10])=[O:9])[CH:7]=4)[CH:26]=3)[C:19]=2[CH:18]=[CH:17][CH:16]=1. (4) Given the reactants FC(F)(F)C(O)=O.[O:8]=[C:9]1[NH:14][C:13]([S:15][CH2:16][CH2:17][C:18]([O:20]C(C)(C)C)=[O:19])=[N:12][CH:11]=[CH:10]1, predict the reaction product. The product is: [O:8]=[C:9]1[NH:14][C:13]([S:15][CH2:16][CH2:17][C:18]([OH:20])=[O:19])=[N:12][CH:11]=[CH:10]1. (5) Given the reactants Br[C:2]1[C:7]([Cl:8])=[CH:6][C:5]([O:9][CH2:10][C:11]2[CH:16]=[CH:15][CH:14]=[CH:13][CH:12]=2)=[C:4]([O:17][C:18]2[CH:23]=[CH:22][C:21]([Cl:24])=[CH:20][C:19]=2[Cl:25])[CH:3]=1.[Cu](C#N)[C:27]#[N:28].[C-]#N.[Na+], predict the reaction product. The product is: [CH2:10]([O:9][C:5]1[C:4]([O:17][C:18]2[CH:23]=[CH:22][C:21]([Cl:24])=[CH:20][C:19]=2[Cl:25])=[CH:3][C:2]([C:27]#[N:28])=[C:7]([Cl:8])[CH:6]=1)[C:11]1[CH:16]=[CH:15][CH:14]=[CH:13][CH:12]=1. (6) Given the reactants [Cl:1][C:2]1[C:3]([F:11])=[CH:4][C:5]([OH:10])=[C:6]([CH:9]=1)[CH:7]=O.C([O-])([O-])=O.[K+].[K+].[F:18][C:19]([F:28])([F:27])/[CH:20]=[CH:21]/[C:22]([O:24][CH2:25][CH3:26])=[O:23].C([O-])(=O)/C=C/C.Cl, predict the reaction product. The product is: [Cl:1][C:2]1[CH:9]=[C:6]2[C:5](=[CH:4][C:3]=1[F:11])[O:10][CH:20]([C:19]([F:18])([F:28])[F:27])[C:21]([C:22]([O:24][CH2:25][CH3:26])=[O:23])=[CH:7]2.